From a dataset of Retrosynthesis with 50K atom-mapped reactions and 10 reaction types from USPTO. Predict the reactants needed to synthesize the given product. (1) The reactants are: CO.O=C(O)Cc1ccccc1Oc1ccccc1. Given the product COC(=O)Cc1ccccc1Oc1ccccc1, predict the reactants needed to synthesize it. (2) Given the product CC(C)(C)OC(=O)N1CC[C@H](O)[C@H]1CO, predict the reactants needed to synthesize it. The reactants are: CC(C)(C)OC(=O)N1CC[C@H](O)[C@H]1C(=O)O.